This data is from Reaction yield outcomes from USPTO patents with 853,638 reactions. The task is: Predict the reaction yield, written as a fraction of the theoretical maximum amount of product (1.0 means a 100% yield; for example, 0.34 means a 34% yield). (1) The reactants are [CH3:1][Si:2]([CH3:29])([CH3:28])[CH2:3][CH2:4][O:5][CH2:6][N:7]([CH2:20][O:21][CH2:22][CH2:23][Si:24]([CH3:27])([CH3:26])[CH3:25])[C:8]1[N:13]2[N:14]=[CH:15][CH:16]=[C:12]2[N:11]=[C:10]([C:17](=O)[CH3:18])[CH:9]=1.Cl.[NH2:31][OH:32]. The catalyst is CCO.N1C=CC=CC=1. The product is [CH3:29][Si:2]([CH3:28])([CH3:1])[CH2:3][CH2:4][O:5][CH2:6][N:7]([CH2:20][O:21][CH2:22][CH2:23][Si:24]([CH3:27])([CH3:26])[CH3:25])[C:8]1[N:13]2[N:14]=[CH:15][CH:16]=[C:12]2[N:11]=[C:10]([C:17](=[N:31][OH:32])[CH3:18])[CH:9]=1. The yield is 0.930. (2) The reactants are [CH:1]1([CH2:4][C@:5]([OH:17])([CH3:16])[C:6]([O:8]CC2C=CC=CC=2)=[O:7])[CH2:3][CH2:2]1. The catalyst is CCOC(C)=O.[Pd]. The product is [CH:1]1([CH2:4][C@:5]([OH:17])([CH3:16])[C:6]([OH:8])=[O:7])[CH2:3][CH2:2]1. The yield is 1.00. (3) The reactants are [C:1]([C:3]1[C:4]([NH2:9])=[N:5][CH:6]=[CH:7][CH:8]=1)#[CH:2].Cl.[N:11]1[CH:16]=[CH:15][CH:14]=[CH:13][C:12]=1[CH2:17][CH2:18][C:19]1[CH:24]=[CH:23][C:22]([CH2:25][C:26](Cl)=[N:27][OH:28])=[CH:21][CH:20]=1.C(N(CC)CC)C. The catalyst is O1CCCC1. The product is [N:11]1[CH:16]=[CH:15][CH:14]=[CH:13][C:12]=1[CH2:17][CH2:18][C:19]1[CH:24]=[CH:23][C:22]([CH2:25][C:26]2[CH:2]=[C:1]([C:3]3[C:4]([NH2:9])=[N:5][CH:6]=[CH:7][CH:8]=3)[O:28][N:27]=2)=[CH:21][CH:20]=1. The yield is 0.180. (4) The reactants are [Br:1][C:2]1[C:7]([CH3:8])=[CH:6][C:5]([OH:9])=[C:4]([CH3:10])[C:3]=1[CH3:11].[CH:12]([Si:15](Cl)([CH:19]([CH3:21])[CH3:20])[CH:16]([CH3:18])[CH3:17])([CH3:14])[CH3:13]. The catalyst is ClCCl. The product is [Br:1][C:2]1[C:7]([CH3:8])=[CH:6][C:5]([O:9][Si:15]([CH:19]([CH3:21])[CH3:20])([CH:16]([CH3:18])[CH3:17])[CH:12]([CH3:14])[CH3:13])=[C:4]([CH3:10])[C:3]=1[CH3:11]. The yield is 0.480. (5) The reactants are [Br:1][C:2]1[N:6]2[N:7]=[C:8](Cl)[CH:9]=[CH:10][C:5]2=[N:4][CH:3]=1.[CH2:12]([NH2:16])[CH2:13][CH2:14][CH3:15]. No catalyst specified. The product is [Br:1][C:2]1[N:6]2[N:7]=[C:8]([NH:16][CH2:12][CH2:13][CH2:14][CH3:15])[CH:9]=[CH:10][C:5]2=[N:4][CH:3]=1. The yield is 0.630. (6) The reactants are [CH3:1][N:2]1[C:6](B2OC(C)(C)C(C)(C)O2)=[CH:5][CH:4]=[N:3]1.[CH2:16]([O:23][C:24]1[CH:29]=[C:28](Br)[CH:27]=[CH:26][C:25]=1[F:31])[C:17]1[CH:22]=[CH:21][CH:20]=[CH:19][CH:18]=1.C(=O)([O-])[O-].[Na+].[Na+].CCOC(C)=O. The catalyst is CC#N.O.C1(C=CC=CC=1)[P](C1C=CC=CC=1)(C1C=CC=CC=1)[Pd][P](C1C=CC=CC=1)(C1C=CC=CC=1)C1C=CC=CC=1. The product is [CH2:16]([O:23][C:24]1[CH:29]=[C:28]([C:6]2[N:2]([CH3:1])[N:3]=[CH:4][CH:5]=2)[CH:27]=[CH:26][C:25]=1[F:31])[C:17]1[CH:18]=[CH:19][CH:20]=[CH:21][CH:22]=1. The yield is 0.747.